Dataset: Full USPTO retrosynthesis dataset with 1.9M reactions from patents (1976-2016). Task: Predict the reactants needed to synthesize the given product. (1) Given the product [NH2:1][C:2]1[CH2:7][O:6][CH2:5][C@:4]([C:11]2[CH:12]=[C:13]([NH:18][C:19]3[N:20]=[CH:21][CH:22]=[C:23]4[C:28]=3[N:27]=[CH:26][C:25]([C:31]#[N:32])=[CH:24]4)[CH:14]=[CH:15][C:16]=2[F:17])([CH:8]([F:10])[F:9])[N:3]=1, predict the reactants needed to synthesize it. The reactants are: [NH2:1][C:2]1[CH2:7][O:6][CH2:5][C@:4]([C:11]2[CH:12]=[C:13]([NH:18][C:19]3[N:20]=[CH:21][CH:22]=[C:23]4[C:28]=3[N:27]=[CH:26][C:25](Br)=[CH:24]4)[CH:14]=[CH:15][C:16]=2[F:17])([CH:8]([F:10])[F:9])[N:3]=1.O.[CH3:31][N:32](C=O)C. (2) Given the product [N:10]1[CH:9]=[CH:8][N:6]2[C:5]=1[CH:4]=[CH:3][C:2]([O:18][C:14]1[CH:13]=[C:12]([CH:17]=[CH:16][CH:15]=1)[NH2:11])=[N:7]2, predict the reactants needed to synthesize it. The reactants are: Cl[C:2]1[CH:3]=[CH:4][C:5]2[N:6]([CH:8]=[CH:9][N:10]=2)[N:7]=1.[NH2:11][C:12]1[CH:13]=[C:14]([OH:18])[CH:15]=[CH:16][CH:17]=1.C(=O)([O-])[O-].[K+].[K+].CN1CCCC1=O. (3) Given the product [C:1]([Si:5]([C:12]1[CH:17]=[CH:16][CH:15]=[CH:14][CH:13]=1)([C:6]1[CH:11]=[CH:10][CH:9]=[CH:8][CH:7]=1)[O:29][CH2:28][C:21]1[CH:22]=[CH:23][C:24]([F:27])=[C:25]([F:26])[C:20]=1[F:19])([CH3:4])([CH3:3])[CH3:2], predict the reactants needed to synthesize it. The reactants are: [C:1]([Si:5](Cl)([C:12]1[CH:17]=[CH:16][CH:15]=[CH:14][CH:13]=1)[C:6]1[CH:11]=[CH:10][CH:9]=[CH:8][CH:7]=1)([CH3:4])([CH3:3])[CH3:2].[F:19][C:20]1[C:25]([F:26])=[C:24]([F:27])[CH:23]=[CH:22][C:21]=1[CH2:28][OH:29].N1C=CN=C1. (4) Given the product [C:20]([O:19][C:17]([N:6]1[CH2:7][CH2:8][CH:3]([CH2:2][NH2:1])[CH2:4][CH2:5]1)=[O:18])([CH3:23])([CH3:22])[CH3:21], predict the reactants needed to synthesize it. The reactants are: [NH2:1][CH2:2][CH:3]1[CH2:8][CH2:7][NH:6][CH2:5][CH2:4]1.C(=O)C1C=CC=CC=1.[C:17](O[C:17]([O:19][C:20]([CH3:23])([CH3:22])[CH3:21])=[O:18])([O:19][C:20]([CH3:23])([CH3:22])[CH3:21])=[O:18].S([O-])(O)(=O)=O.[K+]. (5) Given the product [C:1]([O:5][C:6]([NH:8][C@@H:9]([CH2:31][C:32]1[S:33][CH:34]=[CH:35][CH:36]=1)[C:10]([N:12]1[CH2:17][CH2:16][N:15]([C:18]2[S:19][C:20]3[CH:26]=[C:25]([C:27]([OH:29])=[O:28])[CH:24]=[CH:23][C:21]=3[N:22]=2)[CH2:14][CH2:13]1)=[O:11])=[O:7])([CH3:4])([CH3:2])[CH3:3], predict the reactants needed to synthesize it. The reactants are: [C:1]([O:5][C:6]([NH:8][C@@H:9]([CH2:31][C:32]1[S:33][CH:34]=[CH:35][CH:36]=1)[C:10]([N:12]1[CH2:17][CH2:16][N:15]([C:18]2[S:19][C:20]3[CH:26]=[C:25]([C:27]([O:29]C)=[O:28])[CH:24]=[CH:23][C:21]=3[N:22]=2)[CH2:14][CH2:13]1)=[O:11])=[O:7])([CH3:4])([CH3:3])[CH3:2].[OH-].[Na+].C(O)(=O)CC(CC(O)=O)(C(O)=O)O. (6) Given the product [C:40]([NH:44][C:45]([N:8]1[CH2:9][CH:10]=[C:11]([C:14]2[NH:31][C:17]3[N:18]=[CH:19][N:20]=[C:21]([NH:22][C:23]4[CH:28]=[CH:27][C:26](=[O:29])[N:25]([CH3:30])[CH:24]=4)[C:16]=3[CH:15]=2)[CH2:12][CH2:13]1)=[O:46])([CH3:43])([CH3:42])[CH3:41], predict the reactants needed to synthesize it. The reactants are: C(OC([N:8]1[CH2:13][CH:12]=[C:11]([C:14]2[NH:31][C:17]3[N:18]=[CH:19][N:20]=[C:21]([NH:22][C:23]4[CH:28]=[CH:27][C:26](=[O:29])[N:25]([CH3:30])[CH:24]=4)[C:16]=3[CH:15]=2)[CH2:10][CH2:9]1)=O)(C)(C)C.Cl.CCN(CC)CC.[C:40]([N:44]=[C:45]=[O:46])([CH3:43])([CH3:42])[CH3:41].